This data is from Full USPTO retrosynthesis dataset with 1.9M reactions from patents (1976-2016). The task is: Predict the reactants needed to synthesize the given product. (1) Given the product [N:20]1[CH:25]=[CH:24][N:23]=[CH:22][C:21]=1[CH2:26][N:4]1[CH2:3][CH2:2][N:1]([C:7]2[CH:8]=[CH:9][C:10]3[N:11]([C:13]([C:16]([F:17])([F:18])[F:19])=[N:14][N:15]=3)[N:12]=2)[CH2:6][CH2:5]1, predict the reactants needed to synthesize it. The reactants are: [N:1]1([C:7]2[CH:8]=[CH:9][C:10]3[N:11]([C:13]([C:16]([F:19])([F:18])[F:17])=[N:14][N:15]=3)[N:12]=2)[CH2:6][CH2:5][NH:4][CH2:3][CH2:2]1.[N:20]1[CH:25]=[CH:24][N:23]=[CH:22][C:21]=1[CH:26]=O. (2) Given the product [CH2:22]([NH:3][C:4]1[S:5][CH:6]=[C:7]([C:9]2[CH:10]=[CH:11][C:12]([Cl:15])=[CH:13][CH:14]=2)[N:8]=1)[C:23]1[CH:28]=[CH:27][CH:26]=[CH:25][CH:24]=1, predict the reactants needed to synthesize it. The reactants are: [H-].[Na+].[NH2:3][C:4]1[S:5][CH:6]=[C:7]([C:9]2[CH:14]=[CH:13][C:12]([Cl:15])=[CH:11][CH:10]=2)[N:8]=1.C([O-])([O-])=O.[K+].[K+].[CH2:22](Br)[C:23]1[CH:28]=[CH:27][CH:26]=[CH:25][CH:24]=1. (3) Given the product [F:1][C:2]1[CH:3]=[CH:4][C:5]([C:8]2[N:9]=[C:10]3[CH2:15][CH2:14][CH2:13][CH2:12][N:11]3[CH:16]=2)=[CH:6][CH:7]=1, predict the reactants needed to synthesize it. The reactants are: [F:1][C:2]1[CH:7]=[CH:6][C:5]([C:8]2[N:9]=[C:10]3[CH:15]=[CH:14][CH:13]=[CH:12][N:11]3[CH:16]=2)=[CH:4][CH:3]=1.[H][H]. (4) Given the product [F:29][CH:4]([F:3])[C:5]1[N:6]([C:17]2[C:26]3[C:21](=[CH:22][CH:23]=[CH:24][CH:25]=3)[C:20]([CH2:27][CH3:28])=[CH:19][CH:18]=2)[C:7]([S:10][CH2:11][C:12]([OH:14])=[O:13])=[N:8][N:9]=1, predict the reactants needed to synthesize it. The reactants are: [OH-].[Li+].[F:3][CH:4]([F:29])[C:5]1[N:6]([C:17]2[C:26]3[C:21](=[CH:22][CH:23]=[CH:24][CH:25]=3)[C:20]([CH2:27][CH3:28])=[CH:19][CH:18]=2)[C:7]([S:10][CH2:11][C:12]([O:14]CC)=[O:13])=[N:8][N:9]=1. (5) The reactants are: [C:1]([C:3]1([C:16]2[CH:20]=[C:19]([CH3:21])[O:18][N:17]=2)[CH2:8][CH2:7][N:6]([C:9]([O:11][C:12]([CH3:15])([CH3:14])[CH3:13])=[O:10])[CH2:5][CH2:4]1)#[N:2]. Given the product [NH2:2][CH2:1][C:3]1([C:16]2[CH:20]=[C:19]([CH3:21])[O:18][N:17]=2)[CH2:8][CH2:7][N:6]([C:9]([O:11][C:12]([CH3:15])([CH3:14])[CH3:13])=[O:10])[CH2:5][CH2:4]1, predict the reactants needed to synthesize it. (6) Given the product [CH2:1]([C:3]1[C:4]2[CH:5]=[CH:6][C:7]([O:26][CH3:27])=[C:8]([O:24][CH3:25])[C:9]=2[CH:10]([C:29]#[C:30][CH3:31])[N:11]2[CH2:20][CH2:19][C:18]3[C:13](=[CH:14][C:15]4[O:23][CH2:22][O:21][C:16]=4[CH:17]=3)[C:12]=12)[CH3:2], predict the reactants needed to synthesize it. The reactants are: [CH2:1]([C:3]1[C:4]2[CH:5]=[CH:6][C:7]([O:26][CH3:27])=[C:8]([O:24][CH3:25])[C:9]=2[CH2:10][NH+:11]2[CH2:20][CH2:19][C:18]3[C:13](=[CH:14][C:15]4[O:23][CH2:22][O:21][C:16]=4[CH:17]=3)[C:12]=12)[CH3:2].[I-].[C:29]([Mg]Br)#[C:30][CH3:31].O1CCCC1. (7) The reactants are: [N+:1]([C:4]1[CH:5]=[C:6]([CH:10]=[CH:11][C:12]=1[O:13][C:14]([F:17])([F:16])[F:15])[C:7]([OH:9])=[O:8])([O-:3])=[O:2].[CH3:18]O. Given the product [N+:1]([C:4]1[CH:5]=[C:6]([CH:10]=[CH:11][C:12]=1[O:13][C:14]([F:15])([F:16])[F:17])[C:7]([O:9][CH3:18])=[O:8])([O-:3])=[O:2], predict the reactants needed to synthesize it. (8) Given the product [Cl:24][C:25]1[CH:30]=[CH:29][CH:28]=[CH:27][C:26]=1[S:31]([N:17]1[CH2:18][CH2:19][C:12]2([C:11](=[O:21])[N:10]([C:7]3[CH:8]=[CH:9][C:4]([CH2:3][C:2]([F:1])([F:22])[F:23])=[CH:5][CH:6]=3)[CH2:14][CH2:13]2)[CH2:15][C:16]1=[O:20])(=[O:33])=[O:32], predict the reactants needed to synthesize it. The reactants are: [F:1][C:2]([F:23])([F:22])[CH2:3][C:4]1[CH:9]=[CH:8][C:7]([N:10]2[CH2:14][CH2:13][C:12]3([CH2:19][CH2:18][NH:17][C:16](=[O:20])[CH2:15]3)[C:11]2=[O:21])=[CH:6][CH:5]=1.[Cl:24][C:25]1[CH:30]=[CH:29][CH:28]=[CH:27][C:26]=1[S:31](Cl)(=[O:33])=[O:32]. (9) Given the product [CH2:1]([O:8][C:9]1[CH:10]=[C:11]([CH:12]([OH:13])[CH2:38][N+:35]([O-:37])=[O:36])[CH:14]=[CH:15][C:16]=1[C:17]1[N:18]=[N:19][C:20]([N:23]([CH3:34])[CH:24]2[CH2:29][C:28]([CH3:30])([CH3:31])[NH:27][C:26]([CH3:33])([CH3:32])[CH2:25]2)=[CH:21][CH:22]=1)[C:2]1[CH:3]=[CH:4][CH:5]=[CH:6][CH:7]=1, predict the reactants needed to synthesize it. The reactants are: [CH2:1]([O:8][C:9]1[CH:10]=[C:11]([CH:14]=[CH:15][C:16]=1[C:17]1[N:18]=[N:19][C:20]([N:23]([CH3:34])[CH:24]2[CH2:29][C:28]([CH3:31])([CH3:30])[NH:27][C:26]([CH3:33])([CH3:32])[CH2:25]2)=[CH:21][CH:22]=1)[CH:12]=[O:13])[C:2]1[CH:7]=[CH:6][CH:5]=[CH:4][CH:3]=1.[N+:35]([CH3:38])([O-:37])=[O:36].[OH-].[Na+].Cl. (10) Given the product [CH3:33][C@H:28]1[CH2:29][N:30]([CH3:37])[CH2:31][CH2:32][N:27]1[C:25]([C:21]1[CH:22]=[CH:23][CH:24]=[C:19]([C:12]2[C:11]3[C:16](=[CH:17][CH:18]=[C:9]([C:6]4[CH:7]=[N:8][C:3]([O:2][CH3:1])=[CH:4][CH:5]=4)[CH:10]=3)[N:15]=[CH:14][N:13]=2)[CH:20]=1)=[O:26], predict the reactants needed to synthesize it. The reactants are: [CH3:1][O:2][C:3]1[N:8]=[CH:7][C:6]([C:9]2[CH:10]=[C:11]3[C:16](=[CH:17][CH:18]=2)[N:15]=[CH:14][N:13]=[C:12]3[C:19]2[CH:20]=[C:21]([C:25]([N:27]3[CH2:32][CH2:31][NH:30][CH2:29][C@@H:28]3[CH3:33])=[O:26])[CH:22]=[CH:23][CH:24]=2)=[CH:5][CH:4]=1.C=O.[BH3-][C:37]#N.[Na+].